Dataset: Full USPTO retrosynthesis dataset with 1.9M reactions from patents (1976-2016). Task: Predict the reactants needed to synthesize the given product. (1) The reactants are: [Si]([O:8][C@H:9]([C:42]1[CH:47]=[CH:46][C:45]([F:48])=[CH:44][CH:43]=1)[CH2:10][S:11][C@H:12]1[C:15](=[O:16])[N:14]([C:17]2[CH:22]=[CH:21][C:20]([C:23]#[C:24][CH2:25][NH:26][S:27]([CH3:30])(=[O:29])=[O:28])=[CH:19][CH:18]=2)[C@@H:13]1[C:31]1[CH:41]=[CH:40][C:34]([O:35][CH2:36][C:37]([OH:39])=O)=[CH:33][CH:32]=1)(C(C)(C)C)(C)C.Cl.[NH2:50][CH2:51][C:52]([NH:54][CH2:55][C:56]([O:58]C)=[O:57])=[O:53].CN1CCOCC1.CN(C(ON1N=NC2C=CC=CC1=2)=[N+](C)C)C.[B-](F)(F)(F)F.[Si](O[Si](C(C)(C)C)(C)C)(C(C)(C)C)(C)C. Given the product [F:48][C:45]1[CH:44]=[CH:43][C:42]([C@@H:9]([OH:8])[CH2:10][S:11][C@H:12]2[C:15](=[O:16])[N:14]([C:17]3[CH:18]=[CH:19][C:20]([C:23]#[C:24][CH2:25][NH:26][S:27]([CH3:30])(=[O:28])=[O:29])=[CH:21][CH:22]=3)[C@@H:13]2[C:31]2[CH:32]=[CH:33][C:34]([O:35][CH2:36][C:37]([NH:50][CH2:51][C:52]([NH:54][CH2:55][C:56]([OH:58])=[O:57])=[O:53])=[O:39])=[CH:40][CH:41]=2)=[CH:47][CH:46]=1, predict the reactants needed to synthesize it. (2) Given the product [Cl:1][C:2]1[CH:10]=[CH:9][C:8]([Cl:11])=[CH:7][C:3]=1[C:4]([NH:13][CH2:14][C:15]1[CH:26]=[CH:25][C:24]([C:27]#[N:28])=[CH:23][C:16]=1[O:17][CH2:18][C:19](=[O:20])[NH:21][CH3:22])=[O:6], predict the reactants needed to synthesize it. The reactants are: [Cl:1][C:2]1[CH:10]=[CH:9][C:8]([Cl:11])=[CH:7][C:3]=1[C:4]([OH:6])=O.Cl.[NH2:13][CH2:14][C:15]1[CH:26]=[CH:25][C:24]([C:27]#[N:28])=[CH:23][C:16]=1[O:17][CH2:18][C:19]([NH:21][CH3:22])=[O:20]. (3) Given the product [CH2:10]([O:17][N:18]=[CH2:4])[C:11]1[CH:16]=[CH:15][CH:14]=[CH:13][CH:12]=1, predict the reactants needed to synthesize it. The reactants are: C=O.N1C=CC=C[CH:4]=1.Cl.[CH2:10]([O:17][NH2:18])[C:11]1[CH:16]=[CH:15][CH:14]=[CH:13][CH:12]=1.Cl. (4) Given the product [C:24]([O:23][C:21]([N:18]1[CH2:19][CH2:20][N:15]([C:8]2[CH:9]=[CH:10][C:11]([NH2:12])=[C:6]([CH2:5][NH:4][C:1](=[O:3])[CH3:2])[CH:7]=2)[CH2:16][CH2:17]1)=[O:22])([CH3:27])([CH3:25])[CH3:26], predict the reactants needed to synthesize it. The reactants are: [C:1]([NH:4][CH2:5][C:6]1[CH:7]=[C:8]([N:15]2[CH2:20][CH2:19][N:18]([C:21]([O:23][C:24]([CH3:27])([CH3:26])[CH3:25])=[O:22])[CH2:17][CH2:16]2)[CH:9]=[CH:10][C:11]=1[N+:12]([O-])=O)(=[O:3])[CH3:2].